This data is from HIV replication inhibition screening data with 41,000+ compounds from the AIDS Antiviral Screen. The task is: Binary Classification. Given a drug SMILES string, predict its activity (active/inactive) in a high-throughput screening assay against a specified biological target. (1) The compound is CN(C)c1cc2ccccc2oc1=O. The result is 0 (inactive). (2) The compound is COc1cccc2c1[OH+][Pd-3]1(O)([n+]3ccccc3)[S+]=C(Nc3ccccc3)[N-][N+]1=C2. The result is 0 (inactive). (3) The drug is CC(C)N1CC2CN(Cc3ccccc3)CC(C1)C2=O. The result is 0 (inactive). (4) The drug is COc1ccc(CC(CO)NC(=O)OCc2ccccc2)cc1Oc1ccc(CC(CO)NC(=O)OCc2ccccc2)cc1. The result is 0 (inactive). (5) The drug is COC(F)(F)C12CC3CC(CC(C3)C1)C2. The result is 0 (inactive).